Dataset: Forward reaction prediction with 1.9M reactions from USPTO patents (1976-2016). Task: Predict the product of the given reaction. Given the reactants [CH3:1][O:2][C:3](=[O:19])[C:4]1[CH:9]=[C:8]([NH:10][C:11](=[O:13])[CH3:12])[CH:7]=[C:6]([NH:14][C:15](=[O:17])[CH3:16])[C:5]=1Br.[CH2:20]([OH:23])[C:21]#[CH:22], predict the reaction product. The product is: [CH3:1][O:2][C:3](=[O:19])[C:4]1[CH:9]=[C:8]([NH:10][C:11](=[O:13])[CH3:12])[CH:7]=[C:6]([NH:14][C:15](=[O:17])[CH3:16])[C:5]=1[C:22]#[C:21][CH2:20][OH:23].